This data is from Forward reaction prediction with 1.9M reactions from USPTO patents (1976-2016). The task is: Predict the product of the given reaction. (1) Given the reactants [F:1][C:2]1[CH:3]=[N:4][CH:5]=[CH:6][CH:7]=1.C([Li])CCC.C(NC(C)C)(C)C.[C:20](=[O:22])=[O:21].Cl, predict the reaction product. The product is: [F:1][C:2]1[CH:3]=[N:4][CH:5]=[CH:6][C:7]=1[C:20]([OH:22])=[O:21]. (2) The product is: [NH:9]1[CH2:10][CH2:11][CH:6]([CH2:5][C:4]2[CH:3]=[C:2]([CH:21]=[CH:20][CH:19]=2)[NH2:1])[CH2:7][CH2:8]1. Given the reactants [NH2:1][C:2]1[CH:3]=[C:4]([CH:19]=[CH:20][CH:21]=1)[CH2:5][CH:6]1[CH2:11][CH2:10][N:9](C(OC(C)(C)C)=O)[CH2:8][CH2:7]1.FC(F)(F)C(O)=O, predict the reaction product. (3) Given the reactants [Cl:1][C:2]1[CH:7]=[CH:6][C:5](/[CH:8]=[CH:9]/[C:10]([O:12]CC)=[O:11])=[C:4]([CH2:15][N:16]2[N:20]=[N:19][C:18]([CH3:21])=[N:17]2)[CH:3]=1.[OH-].[Na+], predict the reaction product. The product is: [Cl:1][C:2]1[CH:7]=[CH:6][C:5](/[CH:8]=[CH:9]/[C:10]([OH:12])=[O:11])=[C:4]([CH2:15][N:16]2[N:20]=[N:19][C:18]([CH3:21])=[N:17]2)[CH:3]=1.